Dataset: Reaction yield outcomes from USPTO patents with 853,638 reactions. Task: Predict the reaction yield, written as a fraction of the theoretical maximum amount of product (1.0 means a 100% yield; for example, 0.34 means a 34% yield). (1) The reactants are [F:1][C:2]1([F:11])[CH2:7][CH2:6][CH:5]([C:8](O)=[O:9])[CH2:4][CH2:3]1.C(Cl)(=O)C(Cl)=O.[NH4+:18].[OH-]. The catalyst is C(Cl)Cl.CN(C=O)C.C1COCC1.[Cl-].[Na+].O. The product is [F:1][C:2]1([F:11])[CH2:7][CH2:6][CH:5]([C:8]([NH2:18])=[O:9])[CH2:4][CH2:3]1. The yield is 0.770. (2) The reactants are [OH-].[Na+].[Cl:3][C:4]1[N:9]=[C:8]([N:10]2[CH2:15][CH2:14][O:13][CH2:12][C@H:11]2[CH3:16])[CH:7]=[C:6]([CH2:17][S:18]([CH:21]([CH3:23])[CH3:22])(=[O:20])=[O:19])[N:5]=1.Br[CH2:25][CH2:26]Br.CCOC(C)=O. The catalyst is [Br-].C([N+](CCCC)(CCCC)CCCC)CCC.C1(C)C=CC=CC=1. The product is [Cl:3][C:4]1[N:9]=[C:8]([N:10]2[CH2:15][CH2:14][O:13][CH2:12][C@H:11]2[CH3:16])[CH:7]=[C:6]([C:17]2([S:18]([CH:21]([CH3:23])[CH3:22])(=[O:20])=[O:19])[CH2:26][CH2:25]2)[N:5]=1. The yield is 0.720. (3) The reactants are [C:1]([O:5][C:6](=[O:23])[CH2:7][C@@H:8]1[CH2:11][C@H:10]([C:12]([O:14][C@H](C2C=CC=CC=2)C)=[O:13])[CH2:9]1)([CH3:4])([CH3:3])[CH3:2]. The catalyst is CO.[C].[Pd]. The product is [C:1]([O:5][C:6](=[O:23])[CH2:7][C@@H:8]1[CH2:9][C@H:10]([C:12]([OH:14])=[O:13])[CH2:11]1)([CH3:4])([CH3:2])[CH3:3]. The yield is 0.990.